Dataset: Full USPTO retrosynthesis dataset with 1.9M reactions from patents (1976-2016). Task: Predict the reactants needed to synthesize the given product. (1) Given the product [N+:11]([C:7]1[CH:6]=[C:5]([C:14]2[N:15]=[C:16]([C:19]3[C:20]([C:25]([F:28])([F:27])[F:26])=[N:21][CH:22]=[CH:23][CH:24]=3)[O:17][CH:18]=2)[CH:4]=[C:3]([OH:2])[C:8]=1[OH:9])([O-:13])=[O:12], predict the reactants needed to synthesize it. The reactants are: C[O:2][C:3]1[CH:4]=[C:5]([C:14]2[N:15]=[C:16]([C:19]3[C:20]([C:25]([F:28])([F:27])[F:26])=[N:21][CH:22]=[CH:23][CH:24]=3)[O:17][CH:18]=2)[CH:6]=[C:7]([N+:11]([O-:13])=[O:12])[C:8]=1[O:9]C.B(Br)(Br)Br. (2) Given the product [C:34]([CH2:33][CH2:32][NH:31][C:2]1[CH:7]=[CH:6][C:5]([N:8]([CH3:17])[C:9](=[O:16])[C:10]2[CH:15]=[CH:14][CH:13]=[CH:12][CH:11]=2)=[CH:4][C:3]=1[N+:18]([O-:20])=[O:19])(=[O:35])[NH2:36], predict the reactants needed to synthesize it. The reactants are: F[C:2]1[CH:7]=[CH:6][C:5]([N:8]([CH3:17])[C:9](=[O:16])[C:10]2[CH:15]=[CH:14][CH:13]=[CH:12][CH:11]=2)=[CH:4][C:3]=1[N+:18]([O-:20])=[O:19].CCN(C(C)C)C(C)C.Cl.[NH2:31][CH2:32][CH2:33][C:34]([NH2:36])=[O:35].Cl. (3) Given the product [F:1][C:2]1[CH:3]=[C:4]([N:27]2[CH2:31][CH:30]([CH2:32][O:33][P:34](=[O:35])([OH:45])[OH:40])[O:29][C:28]2=[O:46])[CH:5]=[CH:6][C:7]=1[C:8]1[CH:9]=[N:10][C:11]([O:14][CH:15]2[CH2:20][O:19][C:18]3=[N:21][C:22]([N+:24]([O-:26])=[O:25])=[CH:23][N:17]3[CH2:16]2)=[CH:12][CH:13]=1, predict the reactants needed to synthesize it. The reactants are: [F:1][C:2]1[CH:3]=[C:4]([N:27]2[CH2:31][CH:30]([CH2:32][O:33][P:34](=[O:45])([O:40]C(C)(C)C)[O:35]C(C)(C)C)[O:29][C:28]2=[O:46])[CH:5]=[CH:6][C:7]=1[C:8]1[CH:9]=[N:10][C:11]([O:14][CH:15]2[CH2:20][O:19][C:18]3=[N:21][C:22]([N+:24]([O-:26])=[O:25])=[CH:23][N:17]3[CH2:16]2)=[CH:12][CH:13]=1.C(O)(C(F)(F)F)=O.C(Cl)Cl. (4) Given the product [CH3:17][N:18]1[C:10]2[CH2:9][CH2:8][CH2:7][C:6](=[O:12])[C:5]=2[N:4]=[C:1]1[CH3:2], predict the reactants needed to synthesize it. The reactants are: [C:1]([NH:4][C:5]1[C:6](=[O:12])[CH2:7][CH2:8][CH2:9][C:10]=1O)(=O)[CH3:2].C(O)(=O)C.[CH3:17][NH2:18]. (5) Given the product [O:1]1[C:6]2[CH:7]=[CH:8][C:9]([C:11]3[N:12]([CH3:23])[C:13](=[O:22])[S:14][C:15]=3[CH:16]([O:21][C:5]([CH3:10])([CH3:6])[CH3:4])[C:17]([O:19][CH3:20])=[O:18])=[CH:10][C:5]=2[CH:4]=[CH:3][CH2:2]1, predict the reactants needed to synthesize it. The reactants are: [O:1]1[C:6]2[CH:7]=[CH:8][C:9]([C:11]3[N:12]([CH3:23])[C:13](=[O:22])[S:14][C:15]=3[CH:16]([OH:21])[C:17]([O:19][CH3:20])=[O:18])=[CH:10][C:5]=2[CH:4]=[CH:3][CH2:2]1. (6) Given the product [CH3:30][N:31]([CH2:2][C:3]1[CH:4]=[C:5]([CH:23]=[C:24]([C:26]([F:29])([F:28])[F:27])[CH:25]=1)[CH2:6][C:7]1[CH:8]=[C:9]2[C:13](=[CH:14][CH:15]=1)[CH2:12][C@H:11]([NH:16][S:17]([CH:20]([CH3:22])[CH3:21])(=[O:19])=[O:18])[CH2:10]2)[CH3:32], predict the reactants needed to synthesize it. The reactants are: Cl[CH2:2][C:3]1[CH:4]=[C:5]([CH:23]=[C:24]([C:26]([F:29])([F:28])[F:27])[CH:25]=1)[CH2:6][C:7]1[CH:8]=[C:9]2[C:13](=[CH:14][CH:15]=1)[CH2:12][C@H:11]([NH:16][S:17]([CH:20]([CH3:22])[CH3:21])(=[O:19])=[O:18])[CH2:10]2.[CH3:30][NH:31][CH3:32]. (7) Given the product [NH2:13][C:9]1[CH:8]=[C:7]([NH:6][C:4](=[O:5])[C:3]2[CH:16]=[CH:17][C:18]([F:20])=[CH:19][C:2]=2[Cl:1])[CH:12]=[CH:11][CH:10]=1, predict the reactants needed to synthesize it. The reactants are: [Cl:1][C:2]1[CH:19]=[C:18]([F:20])[CH:17]=[CH:16][C:3]=1[C:4]([NH:6][C:7]1[CH:12]=[CH:11][CH:10]=[C:9]([N+:13]([O-])=O)[CH:8]=1)=[O:5].O.O.Cl[Sn]Cl.Cl.[OH-].[NH4+].